Dataset: Catalyst prediction with 721,799 reactions and 888 catalyst types from USPTO. Task: Predict which catalyst facilitates the given reaction. (1) Reactant: [CH2:1](Br)[CH3:2].[C:4]([O:8][C:9](=[O:41])[N:10]([CH2:22][CH2:23][CH2:24][NH:25][CH2:26][C:27]1[C:28]2[C:33]([CH:34]=[C:35]3[C:40]=1[CH:39]=[CH:38][CH:37]=[CH:36]3)=[CH:32][CH:31]=[CH:30][CH:29]=2)[CH2:11][CH2:12][CH2:13][NH:14][C:15]([O:17][C:18]([CH3:21])([CH3:20])[CH3:19])=[O:16])([CH3:7])([CH3:6])[CH3:5].C([O-])([O-])=O.[K+].[K+]. Product: [C:4]([O:8][C:9](=[O:41])[N:10]([CH2:22][CH2:23][CH2:24][N:25]([CH2:26][C:27]1[C:40]2[C:35]([CH:34]=[C:33]3[C:28]=1[CH:29]=[CH:30][CH:31]=[CH:32]3)=[CH:36][CH:37]=[CH:38][CH:39]=2)[CH2:1][CH3:2])[CH2:11][CH2:12][CH2:13][NH:14][C:15]([O:17][C:18]([CH3:20])([CH3:19])[CH3:21])=[O:16])([CH3:5])([CH3:6])[CH3:7]. The catalyst class is: 10. (2) Reactant: [C:1]([C:4]1[CH:5]=[C:6]([C:22]([NH:24][CH2:25][C:26]2[CH:31]=[CH:30][C:29]([S:32]([CH3:35])(=[O:34])=[O:33])=[CH:28][CH:27]=2)=[O:23])[C:7](=[O:21])[N:8]([C:11]2[CH:16]=[CH:15][CH:14]=[C:13]([C:17]([F:20])([F:19])[F:18])[CH:12]=2)[C:9]=1[CH3:10])(=[O:3])[CH3:2].[CH2:36](O)[CH2:37][OH:38].O.C1(C)C=CC(S(O)(=O)=O)=CC=1.C(=O)([O-])O.[Na+]. Product: [CH3:10][C:9]1[N:8]([C:11]2[CH:16]=[CH:15][CH:14]=[C:13]([C:17]([F:20])([F:19])[F:18])[CH:12]=2)[C:7](=[O:21])[C:6]([C:22]([NH:24][CH2:25][C:26]2[CH:31]=[CH:30][C:29]([S:32]([CH3:35])(=[O:34])=[O:33])=[CH:28][CH:27]=2)=[O:23])=[CH:5][C:4]=1[C:1]1([CH3:2])[O:38][CH2:37][CH2:36][O:3]1. The catalyst class is: 226. (3) Reactant: [Cl:1][C:2]1[CH:7]=[CH:6][C:5]([NH:8][CH2:9][C:10]([O:12][CH2:13][CH3:14])=[O:11])=[CH:4][CH:3]=1.C(O/[CH:18]=[CH:19]/[C:20](=[O:25])[C:21]([F:24])([F:23])[F:22])C. Product: [Cl:1][C:2]1[CH:3]=[CH:4][C:5]([N:8](/[CH:18]=[CH:19]/[C:20](=[O:25])[C:21]([F:24])([F:23])[F:22])[CH2:9][C:10]([O:12][CH2:13][CH3:14])=[O:11])=[CH:6][CH:7]=1. The catalyst class is: 2.